This data is from Reaction yield outcomes from USPTO patents with 853,638 reactions. The task is: Predict the reaction yield, written as a fraction of the theoretical maximum amount of product (1.0 means a 100% yield; for example, 0.34 means a 34% yield). (1) The reactants are Cl[C:2]1[C:11]2[C:6](=[CH:7][C:8]([NH:12][C:13]([O:15][CH2:16]C)=[O:14])=[CH:9][CH:10]=2)[CH:5]=[CH:4][N:3]=1.[CH3:18][O-:19].[Na+].[Cl-].[NH4+]. The catalyst is CS(C)=O. The product is [CH3:18][O:19][C:2]1[C:11]2[C:6](=[CH:7][C:8]([NH:12][C:13]([O:15][CH3:16])=[O:14])=[CH:9][CH:10]=2)[CH:5]=[CH:4][N:3]=1. The yield is 0.840. (2) The reactants are [NH2:1][C:2]1[N:7]=[C:6]([NH2:8])[C:5](I)=[C:4]([CH3:10])[N:3]=1.[CH3:11][O:12][C:13]1[CH:18]=[C:17]([CH2:19][C:20]#[CH:21])[CH:16]=[C:15]([O:22][CH3:23])[C:14]=1[O:24][CH3:25]. No catalyst specified. The product is [NH2:1][C:2]1[N:7]=[C:6]([NH2:8])[C:5]([C:21]#[C:20][CH2:19][C:17]2[CH:16]=[C:15]([O:22][CH3:23])[C:14]([O:24][CH3:25])=[C:13]([O:12][CH3:11])[CH:18]=2)=[C:4]([CH3:10])[N:3]=1. The yield is 0.850. (3) The reactants are I[C:2]1[C:3]2[C:8]([C:9]([C:16]3[CH:21]=[CH:20][CH:19]=[CH:18][CH:17]=3)=[C:10]3[C:15]=1[CH:14]=[CH:13][CH:12]=[CH:11]3)=[CH:7][CH:6]=[CH:5][CH:4]=2.[Br:22][C:23]1[CH:28]=[CH:27][C:26](B(O)O)=[CH:25][CH:24]=1.C(=O)([O-])[O-].[K+].[K+]. The catalyst is C1C=CC([P]([Pd]([P](C2C=CC=CC=2)(C2C=CC=CC=2)C2C=CC=CC=2)([P](C2C=CC=CC=2)(C2C=CC=CC=2)C2C=CC=CC=2)[P](C2C=CC=CC=2)(C2C=CC=CC=2)C2C=CC=CC=2)(C2C=CC=CC=2)C2C=CC=CC=2)=CC=1.C1(C)C=CC=CC=1. The yield is 0.450. The product is [C:16]1([C:9]2[C:10]3[C:15]([C:2]([C:26]4[CH:27]=[CH:28][C:23]([Br:22])=[CH:24][CH:25]=4)=[C:3]4[C:8]=2[CH:7]=[CH:6][CH:5]=[CH:4]4)=[CH:14][CH:13]=[CH:12][CH:11]=3)[CH:17]=[CH:18][CH:19]=[CH:20][CH:21]=1. (4) The reactants are [Cl:1][CH2:2][CH2:3][C:4]1[CH:9]=[CH:8][C:7]([NH:10][C:11]2[C:16]([NH2:17])=[C:15]([CH3:18])[CH:14]=[C:13]([CH3:19])[N:12]=2)=[CH:6][CH:5]=1.[S:20]1[CH:24]=[CH:23][N:22]=[C:21]1[CH2:25][CH2:26][C:27](O)=O.Cl.C(N=C=NCCCN(C)C)C. The catalyst is ClCCl. The product is [Cl:1][CH2:2][CH2:3][C:4]1[CH:9]=[CH:8][C:7]([N:10]2[C:11]3=[N:12][C:13]([CH3:19])=[CH:14][C:15]([CH3:18])=[C:16]3[N:17]=[C:27]2[CH2:26][CH2:25][C:21]2[S:20][CH:24]=[CH:23][N:22]=2)=[CH:6][CH:5]=1. The yield is 0.530. (5) The reactants are Br[C:2]1[CH:3]=[C:4]2[C:9](=[CH:10][C:11]=1[F:12])[N:8]=[CH:7][CH:6]=[CH:5]2.C(=O)([O-])[O-].[Na+].[Na+].C[C:20]([N:22](C)C)=O. The catalyst is [Fe-4](C#N)(C#N)(C#N)(C#N)(C#N)C#N.[K+].[K+].[K+].[K+].C([O-])(=O)C.[Pd+2].C([O-])(=O)C. The product is [F:12][C:11]1[CH:10]=[C:9]2[C:4]([CH:5]=[CH:6][CH:7]=[N:8]2)=[CH:3][C:2]=1[C:20]#[N:22]. The yield is 0.860. (6) The reactants are N1C[CH2:7][CH2:6][C@H:2]1[C:3](O)=O.O=C1O[C@H]([C@H](CO)O)C([O-])=C1O.[Na+].[N-:22]=[N+:23]=[N-:24].[Na+].C(=O)([O-])[O-].[K+].[K+].C(OC)(=O)C#CCC.[F:40][C:41]1[CH:50]=[C:49]([NH:51][S:52]([C:55]2[CH:60]=[CH:59][C:58](I)=[CH:57][CH:56]=2)(=[O:54])=[O:53])[C:48]([F:62])=[CH:47][C:42]=1[C:43]([O:45][CH3:46])=[O:44].O.[NH4+]. The catalyst is C(OCC)(=O)C.O.CS(C)=O. The product is [CH2:6]([C:2]1[N:22]=[N:23][N:24]([C:58]2[CH:59]=[CH:60][C:55]([S:52]([NH:51][C:49]3[C:48]([F:62])=[CH:47][C:42]([C:43]([O:45][CH3:46])=[O:44])=[C:41]([F:40])[CH:50]=3)(=[O:54])=[O:53])=[CH:56][CH:57]=2)[CH:3]=1)[CH3:7]. The yield is 0.490. (7) The reactants are [F:1][C:2]1[CH:19]=[CH:18][C:5]([CH2:6][N:7]2[C:12](=O)[C@H:11]([CH3:14])[NH:10][C:9](=O)[C@H:8]2[CH2:16][OH:17])=[CH:4][CH:3]=1.[H-].[Al+3].[Li+].[H-].[H-].[H-]. The catalyst is O1CCCC1. The product is [F:1][C:2]1[CH:19]=[CH:18][C:5]([CH2:6][N:7]2[CH2:12][C@H:11]([CH3:14])[NH:10][CH2:9][C@@H:8]2[CH2:16][OH:17])=[CH:4][CH:3]=1. The yield is 0.900.